From a dataset of Full USPTO retrosynthesis dataset with 1.9M reactions from patents (1976-2016). Predict the reactants needed to synthesize the given product. (1) The reactants are: [CH2:1]([Mg]Br)[C:2]([CH3:5])([CH3:4])C.Cl[CH2:9]Cl.O1[CH2:15][CH2:14][O:13]C1.O1C[CH2:19][CH2:18][CH2:17]1. Given the product [C:14]1(=[O:13])[C:5]2[C:2](=[CH:1][CH:17]=[CH:18][CH:19]=2)[CH2:4][CH2:9][CH2:15]1, predict the reactants needed to synthesize it. (2) Given the product [CH:1]1([CH2:4][O:5][C:6]2[CH:7]=[CH:8][C:9]3[O:13][C:12]([CH:14]([NH:18][C:19]4[CH:20]=[CH:21][C:22]([C:25]([N:27]([CH3:35])[CH2:28][CH2:29][C:30]([OH:32])=[O:31])=[O:26])=[CH:23][CH:24]=4)[CH:15]([CH3:17])[CH3:16])=[C:11]([CH3:36])[C:10]=3[CH:37]=2)[CH2:2][CH2:3]1, predict the reactants needed to synthesize it. The reactants are: [CH:1]1([CH2:4][O:5][C:6]2[CH:7]=[CH:8][C:9]3[O:13][C:12]([CH:14]([NH:18][C:19]4[CH:24]=[CH:23][C:22]([C:25]([N:27]([CH3:35])[CH2:28][CH2:29][C:30]([O:32]CC)=[O:31])=[O:26])=[CH:21][CH:20]=4)[CH:15]([CH3:17])[CH3:16])=[C:11]([CH3:36])[C:10]=3[CH:37]=2)[CH2:3][CH2:2]1.[OH-].[Na+]. (3) Given the product [CH:1]1([CH2:7][C:8]2[CH:16]([Si:28]([CH3:30])([CH3:29])[NH:27][C:24]([CH3:26])([CH3:25])[CH3:23])[C:15]3[C:10]([CH:9]=2)=[CH:11][CH:12]=[CH:13][CH:14]=3)[CH2:2][CH2:3][CH2:4][CH2:5][CH2:6]1, predict the reactants needed to synthesize it. The reactants are: [CH:1]1([CH2:7][C:8]2[CH2:9][C:10]3[C:15]([CH:16]=2)=[CH:14][CH:13]=[CH:12][CH:11]=3)[CH2:6][CH2:5][CH2:4][CH2:3][CH2:2]1.C([Li])CCC.[Cl-].[CH3:23][C:24]([NH:27][SiH:28]([CH3:30])[CH3:29])([CH3:26])[CH3:25]. (4) Given the product [NH2:8][C@H:9]1[CH2:14][CH2:13][C@H:12]([N:15]([CH2:39][CH3:40])[C:16]2[C:30]3[CH2:29][CH:28]=[CH:27][CH2:26][C:25]4[CH:31]=[C:32]([CH3:37])[NH:33][C:34](=[O:35])[C:24]=4[CH2:23][NH:22][C:21](=[O:38])[C:20]=3[CH:19]=[CH:18][CH:17]=2)[CH2:11][CH2:10]1, predict the reactants needed to synthesize it. The reactants are: Cl.C(OC(=O)[NH:8][C@H:9]1[CH2:14][CH2:13][C@H:12]([N:15]([CH2:39][CH3:40])[C:16]2[C:30]3[CH2:29][CH:28]=[CH:27][CH2:26][C:25]4[CH:31]=[C:32]([CH3:37])[N:33]=[C:34]([O:35]C)[C:24]=4[CH2:23][NH:22][C:21](=[O:38])[C:20]=3[CH:19]=[CH:18][CH:17]=2)[CH2:11][CH2:10]1)(C)(C)C.